Predict the product of the given reaction. From a dataset of Forward reaction prediction with 1.9M reactions from USPTO patents (1976-2016). (1) Given the reactants C[O:2][C:3](=[O:24])[C:4]1[CH:9]=[C:8]([C:10]2[S:11][CH:12]=[C:13]([C:15]3[CH:20]=[CH:19][C:18]([Cl:21])=[C:17]([Cl:22])[CH:16]=3)[N:14]=2)[CH:7]=[CH:6][C:5]=1Br.[Cl:25][C:26]1[CH:31]=[CH:30][C:29]([Cl:32])=[CH:28][C:27]=1B(O)O, predict the reaction product. The product is: [Cl:25][C:26]1[CH:31]=[CH:30][C:29]([Cl:32])=[CH:28][C:27]=1[C:5]1[C:4]([C:3]([OH:2])=[O:24])=[CH:9][C:8]([C:10]2[S:11][CH:12]=[C:13]([C:15]3[CH:20]=[CH:19][C:18]([Cl:21])=[C:17]([Cl:22])[CH:16]=3)[N:14]=2)=[CH:7][CH:6]=1. (2) Given the reactants [Cl:1][C:2]1[CH:25]=[C:24]([C:26]([F:29])([F:28])[F:27])[CH:23]=[CH:22][C:3]=1[CH2:4][N:5]1[C:9](/[CH:10]=[CH:11]/[C:12](O)=[O:13])=[CH:8][C:7]([O:15][CH:16]2[CH2:21][CH2:20][O:19][CH2:18][CH2:17]2)=[N:6]1.[CH3:30][CH:31]([CH3:38])[CH2:32][CH2:33][S:34]([NH2:37])(=[O:36])=[O:35].N12CCCN=C1CCCCC2.Cl, predict the reaction product. The product is: [Cl:1][C:2]1[CH:25]=[C:24]([C:26]([F:29])([F:27])[F:28])[CH:23]=[CH:22][C:3]=1[CH2:4][N:5]1[C:9](/[CH:10]=[CH:11]/[C:12]([NH:37][S:34]([CH2:33][CH2:32][CH:31]([CH3:38])[CH3:30])(=[O:36])=[O:35])=[O:13])=[CH:8][C:7]([O:15][CH:16]2[CH2:21][CH2:20][O:19][CH2:18][CH2:17]2)=[N:6]1. (3) Given the reactants [NH2:1][C:2]1[CH:7]=[CH:6][CH:5]=[CH:4][C:3]=1[NH:8][CH:9]1[CH2:15][CH:14]2[N:16]([C:17]([O:19][C:20]([CH3:23])([CH3:22])[CH3:21])=[O:18])[CH:11]([CH2:12][CH2:13]2)[CH2:10]1.C1N=CN([C:29](N2C=NC=C2)=[O:30])C=1, predict the reaction product. The product is: [O:30]=[C:29]1[N:8]([CH:9]2[CH2:10][CH:11]3[N:16]([C:17]([O:19][C:20]([CH3:23])([CH3:22])[CH3:21])=[O:18])[CH:14]([CH2:13][CH2:12]3)[CH2:15]2)[C:3]2[CH:4]=[CH:5][CH:6]=[CH:7][C:2]=2[NH:1]1. (4) Given the reactants C1(P(C2CCCCC2)C2C=CC=CC=2C2C(C(C)C)=CC(C(C)C)=CC=2C(C)C)CCCCC1.[CH3:35][O:36][C:37]1[CH:38]=[C:39]([C:43]2[CH:44]=[N:45][C:46]([N:50]3[CH2:55][CH2:54][O:53][CH2:52][CH2:51]3)=[CH:47][C:48]=2[NH2:49])[CH:40]=[N:41][CH:42]=1.Cl[C:57]1[C:66]2[C:61](=[CH:62][C:63]([F:68])=[CH:64][C:65]=2[F:67])[N:60]=[C:59]([N:69]2[CH2:73][CH2:72][CH2:71][C:70]2=[O:74])[C:58]=1[CH3:75].CC(C)([O-])C.[Na+], predict the reaction product. The product is: [F:67][C:65]1[CH:64]=[C:63]([F:68])[CH:62]=[C:61]2[C:66]=1[C:57]([NH:49][C:48]1[CH:47]=[C:46]([N:50]3[CH2:55][CH2:54][O:53][CH2:52][CH2:51]3)[N:45]=[CH:44][C:43]=1[C:39]1[CH:40]=[N:41][CH:42]=[C:37]([O:36][CH3:35])[CH:38]=1)=[C:58]([CH3:75])[C:59]([N:69]1[CH2:73][CH2:72][CH2:71][C:70]1=[O:74])=[N:60]2.